From a dataset of hERG Central: cardiac toxicity at 1µM, 10µM, and general inhibition. Predict hERG channel inhibition at various concentrations. (1) The molecule is O=C(NCCCN1CCN(c2ccc(F)cc2)CC1)Nc1ccc([N+](=O)[O-])cc1. Results: hERG_inhib (hERG inhibition (general)): blocker. (2) The molecule is O=C(NCc1ccc(OC(F)(F)F)cc1)C1CC(c2ccccc2[N+](=O)[O-])=NO1. Results: hERG_inhib (hERG inhibition (general)): blocker. (3) The molecule is COc1cccc(NC(=O)CN(C)C(=O)/C=C/c2cc(OC)ccc2OC)c1. Results: hERG_inhib (hERG inhibition (general)): blocker. (4) The drug is Cc1cccc(Nc2c3c(nc4ccccc24)CCC3)c1.Cl. Results: hERG_inhib (hERG inhibition (general)): blocker. (5) The molecule is Cc1ccc(N2CC(C(=O)N3CCC4(CC3)CC(=O)c3ccccc3O4)CC2=O)cc1C. Results: hERG_inhib (hERG inhibition (general)): blocker. (6) The compound is COc1ccc(/C=N/NC(=O)c2ccoc2C)cc1CN1CCN(c2ccc(F)cc2)CC1. Results: hERG_inhib (hERG inhibition (general)): blocker. (7) The compound is CC#CCN(Cc1ccco1)C(=O)c1ccc(OC2CCN(Cc3ccccn3)CC2)cc1. Results: hERG_inhib (hERG inhibition (general)): blocker. (8) The drug is COc1ccc(F)cc1C(=O)C1CCCN(Cc2cccn2-c2ccccn2)C1. Results: hERG_inhib (hERG inhibition (general)): blocker. (9) The drug is O=C(c1cc(COc2ccc(F)c(F)c2)on1)N1CCN(C2CCCCC2)C(=O)C1. Results: hERG_inhib (hERG inhibition (general)): blocker. (10) The drug is O=S(=O)(NCC(c1cccnc1)N1CCN(c2ccc(F)cc2)CC1)c1ccccc1. Results: hERG_inhib (hERG inhibition (general)): blocker.